Dataset: Reaction yield outcomes from USPTO patents with 853,638 reactions. Task: Predict the reaction yield, written as a fraction of the theoretical maximum amount of product (1.0 means a 100% yield; for example, 0.34 means a 34% yield). The reactants are [N+:1]([C:4]1[C:5]([S:10]([NH2:13])(=[O:12])=[O:11])=[N:6][CH:7]=[CH:8][CH:9]=1)([O-])=O.[Cl-].[NH4+].C(OCC)(=O)C. The catalyst is C(O)C.[Fe]. The product is [NH2:1][C:4]1[C:5]([S:10]([NH2:13])(=[O:12])=[O:11])=[N:6][CH:7]=[CH:8][CH:9]=1. The yield is 0.760.